From a dataset of Catalyst prediction with 721,799 reactions and 888 catalyst types from USPTO. Predict which catalyst facilitates the given reaction. (1) Reactant: C(OC([N:8]1[CH2:12][CH2:11][CH2:10][CH:9]1[CH2:13][O:14][C:15]1[CH:24]=[CH:23][C:18]([C:19]([O:21][CH3:22])=[O:20])=[CH:17][C:16]=1[CH3:25])=O)(C)(C)C.C(O)(C(F)(F)F)=O. Product: [CH3:25][C:16]1[CH:17]=[C:18]([CH:23]=[CH:24][C:15]=1[O:14][CH2:13][CH:9]1[CH2:10][CH2:11][CH2:12][NH:8]1)[C:19]([O:21][CH3:22])=[O:20]. The catalyst class is: 2. (2) Reactant: [CH3:1][O:2][C:3]([C@@:5]12[CH2:23][C@H:22]1[CH:21]=[CH:20][CH2:19][CH2:18][CH2:17][CH2:16][N:15]([CH3:24])[C:14](=[O:25])[N:13]1[C@@H:8]([CH2:9][C@H:10]([OH:26])[CH2:11][CH2:12]1)[C:7](=[O:27])[NH:6]2)=[O:4].[CH3:28][O:29][C:30]1[C:39]([CH3:40])=[C:38]2[C:33]([C:34](O)=[CH:35][C:36]([C:41]3[S:42][CH:43]=[C:44]([C:46]#[CH:47])[N:45]=3)=[N:37]2)=[CH:32][CH:31]=1.C1(P(C2C=CC=CC=2)C2C=CC=CC=2)C=CC=CC=1.CC(OC(/N=N/C(OC(C)C)=O)=O)C. Product: [CH3:1][O:2][C:3]([C@@:5]12[CH2:23][C@H:22]1[CH:21]=[CH:20][CH2:19][CH2:18][CH2:17][CH2:16][N:15]([CH3:24])[C:14](=[O:25])[N:13]1[C@@H:8]([CH2:9][C@H:10]([O:26][C:34]3[C:33]4[C:38](=[C:39]([CH3:40])[C:30]([O:29][CH3:28])=[CH:31][CH:32]=4)[N:37]=[C:36]([C:41]4[S:42][CH:43]=[C:44]([C:46]#[CH:47])[N:45]=4)[CH:35]=3)[CH2:11][CH2:12]1)[C:7](=[O:27])[NH:6]2)=[O:4]. The catalyst class is: 1.